From a dataset of Forward reaction prediction with 1.9M reactions from USPTO patents (1976-2016). Predict the product of the given reaction. (1) Given the reactants Br[CH2:2][C:3]([C:5]1[C:6]([C:11]2[CH:16]=[CH:15][CH:14]=[CH:13][CH:12]=2)=[N:7][O:8][C:9]=1[CH3:10])=[O:4].[NH2:17][C:18]1[C:23]([OH:24])=[CH:22][CH:21]=[CH:20][N:19]=1, predict the reaction product. The product is: [CH3:10][C:9]1[O:8][N:7]=[C:6]([C:11]2[CH:16]=[CH:15][CH:14]=[CH:13][CH:12]=2)[C:5]=1[C:3](=[O:4])[CH2:2][O:24][C:23]1[C:18]2[N:19]([CH:2]=[C:3]([C:5]3[C:6]([C:11]4[CH:16]=[CH:15][CH:14]=[CH:13][CH:12]=4)=[N:7][O:8][C:9]=3[CH3:10])[N:17]=2)[CH:20]=[CH:21][CH:22]=1. (2) Given the reactants [Br:1][C:2]1[CH:9]=[CH:8][C:5]([CH2:6]Br)=[CH:4][CH:3]=1.[CH3:10][S:11]([CH3:14])(=[NH:13])=[O:12], predict the reaction product. The product is: [Br:1][C:2]1[CH:9]=[CH:8][C:5]([CH2:6][N:13]=[S:11]([CH3:14])([CH3:10])=[O:12])=[CH:4][CH:3]=1. (3) Given the reactants [CH3:1][C:2]([CH3:37])([C:6](=[O:36])[C:7]1[C:15]2[C:10](=[N:11][CH:12]=[C:13]([C:16]3[CH:21]=[C:20]([O:22][CH3:23])[C:19]([O:24][CH3:25])=[C:18]([O:26][CH3:27])[CH:17]=3)[N:14]=2)[N:9]([CH2:28][O:29][CH2:30][CH2:31][Si:32]([CH3:35])([CH3:34])[CH3:33])[CH:8]=1)[CH2:3][CH:4]=O.[NH:38]1[CH2:43][CH2:42][O:41][CH2:40][CH2:39]1.C(O[BH-](OC(=O)C)OC(=O)C)(=O)C.[Na+].C([O-])(O)=O.[Na+], predict the reaction product. The product is: [CH3:1][C:2]([CH3:37])([CH2:3][CH2:4][N:38]1[CH2:43][CH2:42][O:41][CH2:40][CH2:39]1)[C:6]([C:7]1[C:15]2[C:10](=[N:11][CH:12]=[C:13]([C:16]3[CH:17]=[C:18]([O:26][CH3:27])[C:19]([O:24][CH3:25])=[C:20]([O:22][CH3:23])[CH:21]=3)[N:14]=2)[N:9]([CH2:28][O:29][CH2:30][CH2:31][Si:32]([CH3:35])([CH3:33])[CH3:34])[CH:8]=1)=[O:36]. (4) Given the reactants [OH:1][C@H:2]([C@@H](O)C(O)=O)[C:3](O)=O.[NH2:11][C@H:12]([CH2:23][O:24][CH3:25])[C:13]([NH:15][CH2:16][C:17]1[CH:22]=[CH:21][CH:20]=[CH:19][CH:18]=1)=[O:14].[NH4+].[OH-], predict the reaction product. The product is: [C:2]([NH:11][C@H:12]([CH2:23][O:24][CH3:25])[C:13]([NH:15][CH2:16][C:17]1[CH:22]=[CH:21][CH:20]=[CH:19][CH:18]=1)=[O:14])(=[O:1])[CH3:3]. (5) Given the reactants [OH:1][C:2]1[C:7]([C:8]([F:11])([F:10])[F:9])=[CH:6][CH:5]=[CH:4][N:3]=1.[CH2:12]([NH:19][C:20]([C:22]1[S:26][C:25](Br)=[N:24][C:23]=1[CH3:28])=[O:21])[C:13]1[CH:18]=[CH:17][CH:16]=[CH:15][CH:14]=1, predict the reaction product. The product is: [CH2:12]([NH:19][C:20]([C:22]1[S:26][C:25]([N:3]2[CH:4]=[CH:5][CH:6]=[C:7]([C:8]([F:9])([F:11])[F:10])[C:2]2=[O:1])=[N:24][C:23]=1[CH3:28])=[O:21])[C:13]1[CH:14]=[CH:15][CH:16]=[CH:17][CH:18]=1. (6) Given the reactants [Br:1][C:2]1[CH:3]=[C:4]([C:8](=O)[CH2:9][CH2:10][CH2:11][CH2:12][N:13]2[CH2:18][CH2:17][CH:16]([C:19]3[CH:20]=[C:21]([NH:25][C:26](=[O:30])[CH:27]([CH3:29])[CH3:28])[CH:22]=[CH:23][CH:24]=3)[CH2:15][CH2:14]2)[CH:5]=[CH:6][CH:7]=1.[CH3:32][N:33]([C:35]1[CH:40]=[CH:39][CH:38]=[CH:37][CH:36]=1)N, predict the reaction product. The product is: [Br:1][C:2]1[CH:3]=[C:4]([C:8]2[N:33]([CH3:32])[C:35]3[C:40]([C:9]=2[CH2:10][CH2:11][CH2:12][N:13]2[CH2:18][CH2:17][CH:16]([C:19]4[CH:20]=[C:21]([NH:25][C:26](=[O:30])[CH:27]([CH3:29])[CH3:28])[CH:22]=[CH:23][CH:24]=4)[CH2:15][CH2:14]2)=[CH:39][CH:38]=[CH:37][CH:36]=3)[CH:5]=[CH:6][CH:7]=1. (7) Given the reactants [NH2:1][CH2:2][CH2:3][N:4]1[C:8]2[CH:9]=[CH:10][C:11]([C:13]([N:15]3[CH:20]4[CH2:21][CH2:22][CH:16]3[CH2:17][CH:18]([OH:23])[CH2:19]4)=[O:14])=[CH:12][C:7]=2[N:6]=[CH:5]1.CCN(C(C)C)C(C)C.[O:33]=[S:34]1(=[O:43])[CH2:39][CH2:38][N:37]([C:40](Cl)=[O:41])[CH2:36][CH2:35]1, predict the reaction product. The product is: [OH:23][CH:18]1[CH2:19][CH:20]2[N:15]([C:13]([C:11]3[CH:10]=[CH:9][C:8]4[N:4]([CH2:3][CH2:2][NH:1][C:40]([N:37]5[CH2:38][CH2:39][S:34](=[O:43])(=[O:33])[CH2:35][CH2:36]5)=[O:41])[CH:5]=[N:6][C:7]=4[CH:12]=3)=[O:14])[CH:16]([CH2:22][CH2:21]2)[CH2:17]1. (8) Given the reactants C1C2C(=CC=CC=2)CCN1[CH2:11][CH2:12][CH2:13][CH2:14][O:15][C:16]1[CH:17]=[CH:18][C:19]2[CH2:25][CH2:24][NH:23][C:22](=[O:26])[NH:21][C:20]=2[N:27]=1.[S:28]1[C:32]2[CH2:33][NH:34][CH2:35][CH2:36][C:31]=2[CH:30]=[CH:29]1, predict the reaction product. The product is: [S:28]1[C:32]2[CH2:31][CH:36]([CH2:11][CH2:12][CH2:13][CH2:14][O:15][C:16]3[CH:17]=[CH:18][C:19]4[CH2:25][CH2:24][NH:23][C:22](=[O:26])[NH:21][C:20]=4[N:27]=3)[CH2:35][NH:34][C:33]=2[CH:30]=[CH:29]1. (9) Given the reactants [Cl:1][CH:2]([C:13]1[C:18]([F:19])=[CH:17][CH:16]=[CH:15][C:14]=1[F:20])[S:3]([C:6]1[CH2:10][C:9]([CH3:12])([CH3:11])[O:8][N:7]=1)(=[O:5])=[O:4].C1C=CC(S(N(S(C2C=CC=CC=2)(=O)=O)[F:31])(=O)=O)=CC=1, predict the reaction product. The product is: [Cl:1][C:2]([C:13]1[C:14]([F:20])=[CH:15][CH:16]=[CH:17][C:18]=1[F:19])([F:31])[S:3]([C:6]1[CH2:10][C:9]([CH3:12])([CH3:11])[O:8][N:7]=1)(=[O:4])=[O:5].